Dataset: Reaction yield outcomes from USPTO patents with 853,638 reactions. Task: Predict the reaction yield, written as a fraction of the theoretical maximum amount of product (1.0 means a 100% yield; for example, 0.34 means a 34% yield). (1) The reactants are [CH:1]([C:3]1[CH:4]=[N:5][C:6]2[C:11]([CH:12]=1)=[CH:10][CH:9]=[C:8]([NH:13][C:14](=[O:23])[O:15][CH2:16][C:17]1[CH:22]=[CH:21][CH:20]=[CH:19][CH:18]=1)[CH:7]=2)=[CH2:2].C[N+]1([O-])CC[O:28]CC1.[OH2:32]. The catalyst is C(O)(C)(C)C.[Os](=O)(=O)(=O)=O. The product is [OH:32][CH:1]([C:3]1[CH:4]=[N:5][C:6]2[C:11]([CH:12]=1)=[CH:10][CH:9]=[C:8]([NH:13][C:14](=[O:23])[O:15][CH2:16][C:17]1[CH:22]=[CH:21][CH:20]=[CH:19][CH:18]=1)[CH:7]=2)[CH2:2][OH:28]. The yield is 6.10. (2) The reactants are C([O:8][C:9]1[CH:14]=[CH:13][C:12]([CH2:15]/[C:16](/[C:23]2[S:24][CH:25]=[CH:26][N:27]=2)=[CH:17]/[C:18]([O:20][CH2:21][CH3:22])=[O:19])=[CH:11][CH:10]=1)C1C=CC=CC=1. The catalyst is CCO.[Pd]. The product is [OH:8][C:9]1[CH:14]=[CH:13][C:12]([CH2:15][CH:16]([C:23]2[S:24][CH:25]=[CH:26][N:27]=2)[CH2:17][C:18]([O:20][CH2:21][CH3:22])=[O:19])=[CH:11][CH:10]=1. The yield is 0.570.